The task is: Predict the reaction yield, written as a fraction of the theoretical maximum amount of product (1.0 means a 100% yield; for example, 0.34 means a 34% yield).. This data is from Reaction yield outcomes from USPTO patents with 853,638 reactions. (1) The reactants are [C:1]([S:9]CC(O)=O)(=S)[C:2]1[CH:7]=[CH:6][CH:5]=[CH:4][CH:3]=1.[OH-].[Na+].O.[NH2:17][NH2:18]. The catalyst is O. The product is [C:1]([NH:17][NH2:18])(=[S:9])[C:2]1[CH:7]=[CH:6][CH:5]=[CH:4][CH:3]=1. The yield is 0.330. (2) The reactants are Br[C:2]1[N:6]=[CH:5][N:4]([C:7]2[CH:12]=[CH:11][C:10]([C:13]([F:16])([F:15])[F:14])=[CH:9][CH:8]=2)[N:3]=1.CC1(C)C(C)(C)OB([C:25]2[CH:31]=[CH:30][C:28]([NH2:29])=[CH:27][CH:26]=2)O1.C(=O)([O-])[O-].[K+].[K+]. The yield is 0.680. The catalyst is COCCOC.O.C1C=CC(P(C2C=CC=CC=2)C2C=CC=CC=2)=CC=1.C1C=CC(P(C2C=CC=CC=2)C2C=CC=CC=2)=CC=1.C1C=CC(P(C2C=CC=CC=2)C2C=CC=CC=2)=CC=1.C1C=CC(P(C2C=CC=CC=2)C2C=CC=CC=2)=CC=1.[Pd]. The product is [F:14][C:13]([F:16])([F:15])[C:10]1[CH:11]=[CH:12][C:7]([N:4]2[CH:5]=[N:6][C:2]([C:25]3[CH:31]=[CH:30][C:28]([NH2:29])=[CH:27][CH:26]=3)=[N:3]2)=[CH:8][CH:9]=1.